This data is from Forward reaction prediction with 1.9M reactions from USPTO patents (1976-2016). The task is: Predict the product of the given reaction. (1) The product is: [C:16]1([O:22][C:23](=[O:24])[NH:10][C:6]2[N:7]([CH3:9])[N:8]=[C:4]([CH:1]3[CH2:3][CH2:2]3)[CH:5]=2)[CH:21]=[CH:20][CH:19]=[CH:18][CH:17]=1. Given the reactants [CH:1]1([C:4]2[CH:5]=[C:6]([NH2:10])[N:7]([CH3:9])[N:8]=2)[CH2:3][CH2:2]1.C(=O)(O)[O-].[Na+].[C:16]1([O:22][C:23](Cl)=[O:24])[CH:21]=[CH:20][CH:19]=[CH:18][CH:17]=1, predict the reaction product. (2) The product is: [CH2:7]([O:6][C:4](=[O:5])[CH2:3][C:11]1([OH:18])[CH:12]=[C:13]([CH3:17])[C:14](=[O:16])[CH:15]=[C:10]1[CH3:9])[CH3:8]. Given the reactants Br[Zn][CH2:3][C:4]([O:6][CH2:7][CH3:8])=[O:5].[CH3:9][C:10]1[C:11](=[O:18])[CH:12]=[C:13]([CH3:17])[C:14](=[O:16])[CH:15]=1.Cl.C(OCC)(=O)C, predict the reaction product.